From a dataset of Forward reaction prediction with 1.9M reactions from USPTO patents (1976-2016). Predict the product of the given reaction. (1) Given the reactants [CH:1]1([NH:4][C:5]([C:7]2[C:15]3[C:10](=[CH:11][C:12]([O:16]C)=[CH:13][CH:14]=3)[N:9]([CH3:18])[C:8]=2[CH3:19])=[O:6])[CH2:3][CH2:2]1.B(Br)(Br)Br, predict the reaction product. The product is: [CH:1]1([NH:4][C:5]([C:7]2[C:15]3[C:10](=[CH:11][C:12]([OH:16])=[CH:13][CH:14]=3)[N:9]([CH3:18])[C:8]=2[CH3:19])=[O:6])[CH2:2][CH2:3]1. (2) The product is: [F:29][C:15]([F:14])([F:28])[C:16]1[CH:17]=[C:18]([N:22]2[CH2:27][CH2:26][N:25]([CH2:2][CH2:3][CH2:4][N:5]3[C:9]4[CH:10]=[CH:11][CH:12]=[CH:13][C:8]=4[CH:7]=[N:6]3)[CH2:24][CH2:23]2)[CH:19]=[CH:20][CH:21]=1. Given the reactants Cl[CH2:2][CH2:3][CH2:4][N:5]1[C:9]2[CH:10]=[CH:11][CH:12]=[CH:13][C:8]=2[CH:7]=[N:6]1.[F:14][C:15]([F:29])([F:28])[C:16]1[CH:17]=[C:18]([N:22]2[CH2:27][CH2:26][NH:25][CH2:24][CH2:23]2)[CH:19]=[CH:20][CH:21]=1.C(N(C(C)C)CC)(C)C.[I-].[K+], predict the reaction product. (3) Given the reactants [Br:1][C:2]1[CH:7]=[CH:6][C:5]([CH2:8]Br)=[C:4]([F:10])[CH:3]=1.[Cl-].[NH4+].[CH3:13][N:14](C=O)C, predict the reaction product. The product is: [Br:1][C:2]1[CH:7]=[CH:6][C:5]([CH2:8][C:13]#[N:14])=[C:4]([F:10])[CH:3]=1. (4) Given the reactants [CH3:1][N:2]1[C:6]2[CH:7]=[CH:8][C:9]([C:11](O)=[O:12])=[CH:10][C:5]=2[N:4]=[C:3]1[NH:14][C:15]1[S:16][C:17]2[CH:23]=[C:22]([C:24]([F:27])([F:26])[F:25])[CH:21]=[CH:20][C:18]=2[N:19]=1.[NH2:28][CH2:29][C@H:30]([OH:32])[CH3:31].CN(C(ON1N=NC2C=CC=CC1=2)=[N+](C)C)C.F[P-](F)(F)(F)(F)F.CCN(C(C)C)C(C)C, predict the reaction product. The product is: [OH:32][C@H:30]([CH3:31])[CH2:29][NH:28][C:11]([C:9]1[CH:8]=[CH:7][C:6]2[N:2]([CH3:1])[C:3]([NH:14][C:15]3[S:16][C:17]4[CH:23]=[C:22]([C:24]([F:25])([F:26])[F:27])[CH:21]=[CH:20][C:18]=4[N:19]=3)=[N:4][C:5]=2[CH:10]=1)=[O:12]. (5) Given the reactants [NH2:1][C:2]1[C:11]([O:12][CH3:13])=[C:10]([Cl:14])[CH:9]=[C:8]([Cl:15])[C:3]=1[C:4]([O:6]C)=[O:5].[OH-].[Na+], predict the reaction product. The product is: [NH2:1][C:2]1[C:11]([O:12][CH3:13])=[C:10]([Cl:14])[CH:9]=[C:8]([Cl:15])[C:3]=1[C:4]([OH:6])=[O:5].